Task: Predict which catalyst facilitates the given reaction.. Dataset: Catalyst prediction with 721,799 reactions and 888 catalyst types from USPTO (1) Reactant: C1(S(Cl)(=O)=[O:8])C=CC=CC=1.[F:11][C:12]1[C:17]([CH:18]2[CH2:23][CH2:22][C:21](=[N:24]O)[CH2:20][CH2:19]2)=[CH:16][CH:15]=[CH:14][N:13]=1. Product: [F:11][C:12]1[C:17]([CH:18]2[CH2:23][CH2:22][NH:24][C:21](=[O:8])[CH2:20][CH2:19]2)=[CH:16][CH:15]=[CH:14][N:13]=1. The catalyst class is: 17. (2) Reactant: [CH2:1]([N:4]1[CH2:8][CH2:7][C@@H:6]([C:9]2[CH:14]=[CH:13][C:12]([NH2:15])=[CH:11][CH:10]=2)[CH2:5]1)[CH2:2][CH3:3].C[Si](C)(C)[N-][Si](C)(C)C.[K+].[F:26][C:27]([F:40])([F:39])[S:28][C:29]1[CH:34]=[CH:33][C:32]([S:35](F)(=[O:37])=[O:36])=[CH:31][CH:30]=1. Product: [CH2:1]([N:4]1[CH2:8][CH2:7][C@@H:6]([C:9]2[CH:10]=[CH:11][C:12]([NH:15][S:35]([C:32]3[CH:33]=[CH:34][C:29]([S:28][C:27]([F:40])([F:26])[F:39])=[CH:30][CH:31]=3)(=[O:37])=[O:36])=[CH:13][CH:14]=2)[CH2:5]1)[CH2:2][CH3:3]. The catalyst class is: 1. (3) Reactant: CS(C)=O.[OH-].[K+].[C:7]1([C:13]2[NH:17][CH:16]=[N:15][CH:14]=2)[CH:12]=[CH:11][CH:10]=[CH:9][CH:8]=1.[CH3:18]I. The catalyst class is: 6. Product: [CH3:18][N:15]1[CH:14]=[C:13]([C:7]2[CH:8]=[CH:9][CH:10]=[CH:11][CH:12]=2)[N:17]=[CH:16]1. (4) Reactant: [C:1]([C:3]1[CH:4]=[C:5]([CH:9]=[CH:10][CH:11]=1)[C:6]([OH:8])=[O:7])#[N:2].C([S:14]P(=S)(O)OCC)C.O. Product: [C:1]([C:3]1[CH:4]=[C:5]([CH:9]=[CH:10][CH:11]=1)[C:6]([OH:8])=[O:7])(=[S:14])[NH2:2]. The catalyst class is: 1.